From a dataset of M1 muscarinic receptor agonist screen with 61,833 compounds. Binary Classification. Given a drug SMILES string, predict its activity (active/inactive) in a high-throughput screening assay against a specified biological target. The compound is S(c1cc(ccc1O)C(OC)=O)c1cc(ccc1O)C(OC)=O. The result is 0 (inactive).